Dataset: Forward reaction prediction with 1.9M reactions from USPTO patents (1976-2016). Task: Predict the product of the given reaction. (1) Given the reactants CP(C1N=C(OC)C(N)=NC=1)(C)=O.ClC1N=C(Cl)C(Cl)=CN=1.Cl[C:24]1[N:29]=[C:28]([NH:30][C:31]2[C:36]([O:37][CH3:38])=[N:35][C:34]([P:39]([CH3:42])([CH3:41])=[O:40])=[CH:33][N:32]=2)[C:27]([Cl:43])=[CH:26][N:25]=1.[N:44]1([CH:50]2[CH2:55][CH2:54][N:53]([C:56]3[S:60][C:59]([NH2:61])=[N:58][N:57]=3)[CH2:52][CH2:51]2)[CH2:49][CH2:48][CH2:47][CH2:46][CH2:45]1, predict the reaction product. The product is: [N:44]1([CH:50]2[CH2:55][CH2:54][N:53]([C:56]3[S:60][C:59]([NH:61][C:24]4[N:29]=[C:28]([NH:30][C:31]5[C:36]([O:37][CH3:38])=[N:35][C:34]([P:39]([CH3:42])([CH3:41])=[O:40])=[CH:33][N:32]=5)[C:27]([Cl:43])=[CH:26][N:25]=4)=[N:58][N:57]=3)[CH2:52][CH2:51]2)[CH2:49][CH2:48][CH2:47][CH2:46][CH2:45]1. (2) Given the reactants [F:1][C:2]1[CH:3]=[C:4]([NH:10][CH2:11][CH2:12][C:13]2[CH:18]=[CH:17][C:16]([C:19]([F:22])([F:21])[F:20])=[CH:15][CH:14]=2)[CH:5]=[CH:6][C:7]=1[O:8][CH3:9].C(OC([NH:30][CH:31]([C:35]1[CH:40]=[CH:39][CH:38]=[CH:37][C:36]=1[O:41][CH3:42])[C:32](O)=[O:33])=O)(C)(C)C, predict the reaction product. The product is: [NH2:30][CH:31]([C:35]1[CH:40]=[CH:39][CH:38]=[CH:37][C:36]=1[O:41][CH3:42])[C:32]([N:10]([C:4]1[CH:5]=[CH:6][C:7]([O:8][CH3:9])=[C:2]([F:1])[CH:3]=1)[CH2:11][CH2:12][C:13]1[CH:18]=[CH:17][C:16]([C:19]([F:20])([F:21])[F:22])=[CH:15][CH:14]=1)=[O:33]. (3) The product is: [CH2:53]([NH:52][C:46]1[CH:45]=[C:44]([C:39]2[N:40]=[CH:41][CH:42]=[C:43]3[C:38]=2[N:37]=[CH:36][CH:35]=[C:34]3[N:56]2[CH:60]=[C:59]([C:61]3[CH:62]=[N:63][N:64]([CH3:66])[CH:65]=3)[N:58]=[CH:57]2)[CH:51]=[CH:50][C:47]=1[C:48]#[N:49])[CH3:54]. Given the reactants ClC1N=CC=C2C=1NC=CC2=O.C(C1C=CC(B2OC(C)(C)C(C)(C)O2)=CC=1NCC)#N.Cl[C:34]1[C:43]2[C:38](=[C:39]([C:44]3[CH:51]=[CH:50][C:47]([C:48]#[N:49])=[C:46]([NH:52][CH2:53][CH3:54])[CH:45]=3)[N:40]=[CH:41][CH:42]=2)[N:37]=[CH:36][CH:35]=1.Cl.[NH:56]1[CH:60]=[C:59]([C:61]2[CH:62]=[N:63][N:64]([CH3:66])[CH:65]=2)[N:58]=[CH:57]1.C(=O)([O-])[O-].[K+].[K+], predict the reaction product. (4) Given the reactants [O:1]([C:3]1[CH:10]=[CH:9][C:6]([CH2:7][NH2:8])=[CH:5][CH:4]=1)[CH3:2].C([O:15][C:16]([C:18]1[CH:23]=[CH:22][CH:21]=[CH:20][C:19]=1[C:24]1[CH:29]=[CH:28][C:27]([CH2:30][N:31]2[C:39]3[C:34](=[CH:35][C:36]([C:40](O)=[O:41])=[CH:37][CH:38]=3)[C:33]([CH3:43])=[C:32]2[CH3:44])=[CH:26][CH:25]=1)=[O:17])(C)(C)C, predict the reaction product. The product is: [CH3:2][O:1][C:3]1[CH:10]=[CH:9][C:6]([CH2:7][NH:8][C:40]([C:36]2[CH:35]=[C:34]3[C:39](=[CH:38][CH:37]=2)[N:31]([CH2:30][C:27]2[CH:26]=[CH:25][C:24]([C:19]4[C:18]([C:16]([OH:17])=[O:15])=[CH:23][CH:22]=[CH:21][CH:20]=4)=[CH:29][CH:28]=2)[C:32]([CH3:44])=[C:33]3[CH3:43])=[O:41])=[CH:5][CH:4]=1. (5) Given the reactants [NH2:1][C:2]1[CH:10]=[C:9]2[C:5]([C:6]([C:14]3[N:18]([CH2:19][CH3:20])[N:17]=[C:16]([C:21]#[N:22])[CH:15]=3)=[CH:7][N:8]2[CH:11]([CH3:13])[CH3:12])=[CH:4][CH:3]=1.N1C=CC=CC=1.[CH3:29][S:30](Cl)(=[O:32])=[O:31], predict the reaction product. The product is: [C:21]([C:16]1[CH:15]=[C:14]([C:6]2[C:5]3[C:9](=[CH:10][C:2]([NH:1][S:30]([CH3:29])(=[O:32])=[O:31])=[CH:3][CH:4]=3)[N:8]([CH:11]([CH3:12])[CH3:13])[CH:7]=2)[N:18]([CH2:19][CH3:20])[N:17]=1)#[N:22]. (6) Given the reactants C1(P(C2C=CC=CC=2)C2C=CC=CC=2)C=CC=CC=1.N1C=CN=C1.[I-:25].[C:26]([O:30][C:31]([NH:33][C@@H:34]([CH2:39]O)[C:35]([O:37][CH3:38])=[O:36])=[O:32])([CH3:29])([CH3:28])[CH3:27], predict the reaction product. The product is: [C:26]([O:30][C:31]([NH:33][C@@H:34]([CH2:39][I:25])[C:35]([O:37][CH3:38])=[O:36])=[O:32])([CH3:29])([CH3:28])[CH3:27]. (7) Given the reactants Br[C:2]1[CH:7]=[C:6]([N+:8]([O-:10])=[O:9])[CH:5]=[CH:4][C:3]=1CN.C[CH2:14][N:15](CC)CC.[CH3:20][C:21]([CH3:25])([CH3:24])[C:22]#[CH:23].N#N, predict the reaction product. The product is: [CH3:20][C:21]([CH3:25])([CH3:24])[C:22]#[C:23][C:2]1[CH:7]=[C:6]([N+:8]([O-:10])=[O:9])[CH:5]=[CH:4][C:3]=1[NH:15][CH3:14].